From a dataset of Full USPTO retrosynthesis dataset with 1.9M reactions from patents (1976-2016). Predict the reactants needed to synthesize the given product. (1) Given the product [CH3:55][O:54][C:51]1[CH:52]=[CH:53][C:48]([CH2:47][CH2:46][N:31]2[CH2:30][CH2:29][CH:28]([NH:27][C:21]3[CH:20]=[C:19]4[C:24](=[CH:23][CH:22]=3)[S:25][C:26]3[C:13]([C:11]5[NH:10][C:9](=[O:34])[CH:8]=[C:7]([N:4]6[CH2:3][CH2:2][O:1][CH2:6][CH2:5]6)[CH:12]=5)=[CH:14][CH:15]=[CH:16][C:17]=3[S:18]4)[CH2:33][CH2:32]2)=[CH:49][CH:50]=1, predict the reactants needed to synthesize it. The reactants are: [O:1]1[CH2:6][CH2:5][N:4]([C:7]2[CH:12]=[C:11]([C:13]3[C:26]4[S:25][C:24]5[C:19](=[CH:20][C:21]([NH:27][CH:28]6[CH2:33][CH2:32][NH:31][CH2:30][CH2:29]6)=[CH:22][CH:23]=5)[S:18][C:17]=4[CH:16]=[CH:15][CH:14]=3)[NH:10][C:9](=[O:34])[CH:8]=2)[CH2:3][CH2:2]1.C(=O)([O-])O.[Na+].CN(C)C=O.Br[CH2:46][CH2:47][C:48]1[CH:53]=[CH:52][C:51]([O:54][CH3:55])=[CH:50][CH:49]=1. (2) Given the product [CH2:20]([O:19][C:17]([C:16]1[C:3]([C:4]2[CH:9]=[CH:8][C:7]([F:10])=[CH:6][CH:5]=2)=[N:2][O:1][CH:15]=1)=[O:18])[CH3:21], predict the reactants needed to synthesize it. The reactants are: [OH:1]/[N:2]=[C:3](\Cl)/[C:4]1[CH:9]=[CH:8][C:7]([F:10])=[CH:6][CH:5]=1.CN([CH:15]=[CH:16][C:17]([O:19][CH2:20][CH3:21])=[O:18])C.C(N(CC)CC)C. (3) The reactants are: [CH2:1]([O:3][C:4]([C:6]1[N:7]=[C:8](I)[O:9][C:10]=1[C:11]1[CH:16]=[CH:15][C:14]([N:17]2[CH2:22][CH2:21][N:20]([C:23]([O:25][C:26]([CH3:29])([CH3:28])[CH3:27])=[O:24])[CH2:19][CH2:18]2)=[CH:13][CH:12]=1)=[O:5])[CH3:2].CC1(C)C(C)(C)OB([C:39]2[CH:47]=[CH:46][CH:45]=[C:44]3[C:40]=2[CH:41]=[N:42][NH:43]3)O1.C(=O)([O-])[O-].[Na+].[Na+]. Given the product [CH2:1]([O:3][C:4]([C:6]1[N:7]=[C:8]([C:39]2[CH:47]=[CH:46][CH:45]=[C:44]3[C:40]=2[CH:41]=[N:42][NH:43]3)[O:9][C:10]=1[C:11]1[CH:16]=[CH:15][C:14]([N:17]2[CH2:22][CH2:21][N:20]([C:23]([O:25][C:26]([CH3:29])([CH3:28])[CH3:27])=[O:24])[CH2:19][CH2:18]2)=[CH:13][CH:12]=1)=[O:5])[CH3:2], predict the reactants needed to synthesize it. (4) Given the product [O:19]1[C:28]2[CH:27]=[C:26]([CH2:29][NH:1][C@H:2]3[CH2:7][CH2:6][N:5]([C:8]([O:10][CH2:11][C:12]4[CH:13]=[CH:14][CH:15]=[CH:16][CH:17]=4)=[O:9])[CH2:4][C@H:3]3[OH:18])[N:25]=[CH:24][C:23]=2[O:22][CH2:21][CH2:20]1, predict the reactants needed to synthesize it. The reactants are: [NH2:1][C@H:2]1[CH2:7][CH2:6][N:5]([C:8]([O:10][CH2:11][C:12]2[CH:17]=[CH:16][CH:15]=[CH:14][CH:13]=2)=[O:9])[CH2:4][C@H:3]1[OH:18].[O:19]1[C:28]2[CH:27]=[C:26]([CH:29]=O)[N:25]=[CH:24][C:23]=2[O:22][CH2:21][CH2:20]1.C(O[BH-](OC(=O)C)OC(=O)C)(=O)C.[Na+]. (5) Given the product [Cl:13][C:5]1[C:4]2[C:9](=[CH:10][CH:11]=[C:2]([NH:25][CH2:24][C:23]3[CH:26]=[CH:27][CH:28]=[CH:29][C:22]=3[C:18]3[CH:17]=[N:16][CH:21]=[CH:20][CH:19]=3)[CH:3]=2)[C:8](=[O:12])[NH:7][N:6]=1, predict the reactants needed to synthesize it. The reactants are: Br[C:2]1[CH:3]=[C:4]2[C:9](=[CH:10][CH:11]=1)[C:8](=[O:12])[NH:7][N:6]=[C:5]2[Cl:13].Cl.Cl.[N:16]1[CH:21]=[CH:20][CH:19]=[C:18]([C:22]2[CH:29]=[CH:28][CH:27]=[CH:26][C:23]=2[CH2:24][NH2:25])[CH:17]=1.C1C=CC(P(C2C(C3C(P(C4C=CC=CC=4)C4C=CC=CC=4)=CC=C4C=3C=CC=C4)=C3C(C=CC=C3)=CC=2)C2C=CC=CC=2)=CC=1.CC([O-])(C)C.[Na+]. (6) Given the product [CH:8]1([CH2:7][CH:6]([CH3:14])[CH2:5][CH:2]([CH3:1])[CH2:3][OH:4])[CH2:13][CH2:12][CH2:11][CH2:10][CH2:9]1, predict the reactants needed to synthesize it. The reactants are: [CH3:1][CH:2]([CH2:5][CH:6]([CH3:14])[CH2:7][C:8]1[CH:13]=[CH:12][CH:11]=[CH:10][CH:9]=1)[CH2:3][OH:4].[H][H]. (7) Given the product [CH3:20][C:15]1([CH3:21])[C:16]([CH3:19])([CH3:18])[O:17][B:13]([C:2]2[CH:3]=[CH:4][C:5]3[O:10][CH2:9][C:8](=[O:11])[NH:7][C:6]=3[CH:12]=2)[O:14]1, predict the reactants needed to synthesize it. The reactants are: Br[C:2]1[CH:3]=[CH:4][C:5]2[O:10][CH2:9][C:8](=[O:11])[NH:7][C:6]=2[CH:12]=1.[B:13]1([B:13]2[O:17][C:16]([CH3:19])([CH3:18])[C:15]([CH3:21])([CH3:20])[O:14]2)[O:17][C:16]([CH3:19])([CH3:18])[C:15]([CH3:21])([CH3:20])[O:14]1.C([O-])(=O)C.[K+].C(OCC)(=O)C. (8) Given the product [C:20]([C:19]1[CH:22]=[CH:23][C:16]([CH:12]2[CH2:13][N:10]([C:3]([O:5][C:6]([CH3:9])([CH3:8])[CH3:7])=[O:4])[CH2:11]2)=[N:17][CH:18]=1)#[N:21], predict the reactants needed to synthesize it. The reactants are: [Cl-].[Li+].[C:3]([N:10]1[CH2:13][CH:12](I)[CH2:11]1)([O:5][C:6]([CH3:9])([CH3:8])[CH3:7])=[O:4].Br[C:16]1[CH:23]=[CH:22][C:19]([C:20]#[N:21])=[CH:18][N:17]=1.C(Cl)Cl. (9) The reactants are: C(=O)([O-])[O-].[K+].[K+].[NH:7]1[CH2:11][CH2:10][CH2:9][CH2:8]1.[CH2:12]1C[O:15][CH2:14][CH2:13]1.BrCCCO. Given the product [OH:15][CH2:14][CH2:13][CH2:12][N:7]1[CH2:11][CH2:10][CH2:9][CH2:8]1, predict the reactants needed to synthesize it.